Dataset: Forward reaction prediction with 1.9M reactions from USPTO patents (1976-2016). Task: Predict the product of the given reaction. (1) Given the reactants Cl[C:2]1[C:7]([N+:8]([O-:10])=[O:9])=[C:6]([NH2:11])[CH:5]=[C:4]([Cl:12])[N:3]=1.[CH3:13][O-:14].[Na+], predict the reaction product. The product is: [Cl:12][C:4]1[N:3]=[C:2]([O:14][CH3:13])[C:7]([N+:8]([O-:10])=[O:9])=[C:6]([NH2:11])[CH:5]=1. (2) The product is: [Cl:1][C:2]1[CH:25]=[C:24]([C:26]([F:29])([F:27])[F:28])[CH:23]=[CH:22][C:3]=1[CH2:4][N:5]1[C:9](/[CH:10]=[CH:11]/[C:12]([NH:38][S:35]([CH2:30][CH2:31][CH2:32][CH2:33][CH3:34])(=[O:37])=[O:36])=[O:13])=[CH:8][C:7]([O:15][CH:16]2[CH2:21][CH2:20][O:19][CH2:18][CH2:17]2)=[N:6]1. Given the reactants [Cl:1][C:2]1[CH:25]=[C:24]([C:26]([F:29])([F:28])[F:27])[CH:23]=[CH:22][C:3]=1[CH2:4][N:5]1[C:9](/[CH:10]=[CH:11]/[C:12](O)=[O:13])=[CH:8][C:7]([O:15][CH:16]2[CH2:21][CH2:20][O:19][CH2:18][CH2:17]2)=[N:6]1.[CH2:30]([S:35]([NH2:38])(=[O:37])=[O:36])[CH2:31][CH2:32][CH2:33][CH3:34].N12CCCN=C1CCCCC2.Cl, predict the reaction product. (3) The product is: [CH2:17]([O:16][C:7]1[CH:8]=[C:9]([C:12]([F:14])([F:13])[F:15])[CH:10]=[CH:11][C:6]=1[CH:5]=[CH:4][C:3]([OH:21])=[O:2])[CH2:18][CH2:19][CH3:20]. Given the reactants C[O:2][C:3](=[O:21])[CH:4]=[CH:5][C:6]1[CH:11]=[CH:10][C:9]([C:12]([F:15])([F:14])[F:13])=[CH:8][C:7]=1[O:16][CH2:17][CH2:18][CH2:19][CH3:20].[Li+].[OH-], predict the reaction product. (4) Given the reactants C[O:2][C:3](=[O:29])[C:4]1[CH:9]=[CH:8][C:7]([C:10]2[CH:15]=[CH:14][N:13]=[C:12]([CH2:16][CH3:17])[C:11]=2[C:18]#[C:19][C:20]2[CH:21]=[N:22][C:23]([NH2:26])=[CH:24][CH:25]=2)=[CH:6][C:5]=1[O:27][CH3:28].[OH-].[Na+], predict the reaction product. The product is: [NH2:26][C:23]1[N:22]=[CH:21][C:20]([C:19]#[C:18][C:11]2[C:12]([CH2:16][CH3:17])=[N:13][CH:14]=[CH:15][C:10]=2[C:7]2[CH:8]=[CH:9][C:4]([C:3]([OH:29])=[O:2])=[C:5]([O:27][CH3:28])[CH:6]=2)=[CH:25][CH:24]=1. (5) The product is: [ClH:22].[NH:12]([C@H:9]1[CH2:10][CH2:11][C@H:6]([C:4]([O:3][CH2:1][CH3:2])=[O:5])[C@H:7]([CH3:21])[CH2:8]1)[NH2:13]. Given the reactants [CH2:1]([O:3][C:4]([C@H:6]1[CH2:11][CH2:10][C@H:9]([NH:12][NH:13]C(OC(C)(C)C)=O)[CH2:8][C@H:7]1[CH3:21])=[O:5])[CH3:2].[ClH:22].O1CCOCC1.C1C=C2C(C(O)(O)C(=O)C2=CC=1)=O, predict the reaction product. (6) The product is: [Cl:1][C:2]1[CH:3]=[CH:4][C:5]([CH:8]([C:21]2[CH:22]=[CH:23][CH:24]=[CH:25][CH:26]=2)[N:9]2[CH2:10][CH2:11][N:12]([CH2:15][C:16]([NH:27][NH2:28])=[O:18])[CH2:13][CH2:14]2)=[CH:6][CH:7]=1. Given the reactants [Cl:1][C:2]1[CH:7]=[CH:6][C:5]([CH:8]([C:21]2[CH:26]=[CH:25][CH:24]=[CH:23][CH:22]=2)[N:9]2[CH2:14][CH2:13][N:12]([CH2:15][C:16]([O:18]CC)=O)[CH2:11][CH2:10]2)=[CH:4][CH:3]=1.[NH2:27][NH2:28], predict the reaction product. (7) Given the reactants [CH3:1][O:2][C:3]1[CH:8]=[CH:7][C:6]([C:9]2[S:13][C:12]([NH:14][C:15]([NH:17][C:18]3[C:23]([CH3:24])=[CH:22][C:21]([CH3:25])=[CH:20][C:19]=3[CH3:26])=[O:16])=[C:11]([C:27]([OH:29])=O)[CH:10]=2)=[CH:5][CH:4]=1.CN(C(ON1N=NC2C=CC=NC1=2)=[N+](C)C)C.F[P-](F)(F)(F)(F)F.CCN(C(C)C)C(C)C.Cl.[NH2:64][C@@H:65]([CH:70]1[CH2:75][CH2:74][CH2:73][CH2:72][CH2:71]1)[C:66]([O:68][CH3:69])=[O:67], predict the reaction product. The product is: [CH:70]1([C@H:65]([NH:64][C:27]([C:11]2[CH:10]=[C:9]([C:6]3[CH:7]=[CH:8][C:3]([O:2][CH3:1])=[CH:4][CH:5]=3)[S:13][C:12]=2[NH:14][C:15]([NH:17][C:18]2[C:23]([CH3:24])=[CH:22][C:21]([CH3:25])=[CH:20][C:19]=2[CH3:26])=[O:16])=[O:29])[C:66]([O:68][CH3:69])=[O:67])[CH2:75][CH2:74][CH2:73][CH2:72][CH2:71]1. (8) Given the reactants [Cl-:1].[Cr+3:2].N1C2C=CC=CC=2N=C1CNCC1NC2C=CC=CC=2N=1.[Cl-].[Cl-].[NH:26]1[C:30]2[CH:31]=[CH:32][CH:33]=[CH:34][C:29]=2[N:28]=[C:27]1[CH2:35][O:36][CH2:37][C:38]1[NH:42][C:41]2[CH:43]=[CH:44][CH:45]=[CH:46][C:40]=2[N:39]=1.[K+].[Br-], predict the reaction product. The product is: [Cl-:1].[Cr+3:2].[NH:26]1[C:30]2[CH:31]=[CH:32][CH:33]=[CH:34][C:29]=2[N:28]=[C:27]1[CH2:35][O:36][CH2:37][C:38]1[NH:39][C:40]2[CH:46]=[CH:45][CH:44]=[CH:43][C:41]=2[N:42]=1.[Cl-:1].[Cl-:1]. (9) Given the reactants [C:1]([O:5][C:6]([N:8]1[CH2:12][CH2:11][CH:10]([N:13]([CH2:19][C:20]2[CH:25]=[CH:24][C:23]([Cl:26])=[CH:22][CH:21]=2)[CH2:14][C:15](OC)=[O:16])[CH2:9]1)=[O:7])([CH3:4])([CH3:3])[CH3:2].[BH4-].[Na+], predict the reaction product. The product is: [C:1]([O:5][C:6]([N:8]1[CH2:12][CH2:11][CH:10]([N:13]([CH2:19][C:20]2[CH:21]=[CH:22][C:23]([Cl:26])=[CH:24][CH:25]=2)[CH2:14][CH2:15][OH:16])[CH2:9]1)=[O:7])([CH3:4])([CH3:2])[CH3:3]. (10) The product is: [CH2:1]([O:3][C:4]([C:6]1[C:7]2[CH:15]=[CH:14][C:13]([Br:16])=[CH:12][C:8]=2[S:9][C:10]=1[NH2:11])=[O:5])[CH3:2]. Given the reactants [CH2:1]([O:3][C:4]([C:6]1[C:7]2[CH:15]=[CH:14][CH:13]=[CH:12][C:8]=2[S:9][C:10]=1[NH2:11])=[O:5])[CH3:2].[Br:16]N1C(=O)CCC1=O.C([O-])(O)=O.[Na+], predict the reaction product.